This data is from Full USPTO retrosynthesis dataset with 1.9M reactions from patents (1976-2016). The task is: Predict the reactants needed to synthesize the given product. (1) Given the product [CH2:1]([C:3]1[C:4]2[CH2:20][CH2:19][N:18]([C:30]3[CH:31]=[C:32]([CH:40]=[CH:41][CH:42]=3)[O:33][CH2:34][C:35]([N:37]([CH3:39])[CH3:38])=[O:36])[C:5]=2[N:6]=[C:7]([C:9]2[CH:14]=[CH:13][C:12]([O:15][CH3:16])=[C:11]([F:17])[CH:10]=2)[N:8]=1)[CH3:2], predict the reactants needed to synthesize it. The reactants are: [CH2:1]([C:3]1[C:4]2[CH2:20][CH2:19][NH:18][C:5]=2[N:6]=[C:7]([C:9]2[CH:14]=[CH:13][C:12]([O:15][CH3:16])=[C:11]([F:17])[CH:10]=2)[N:8]=1)[CH3:2].[O-]P([O-])([O-])=O.[K+].[K+].[K+].I[C:30]1[CH:31]=[C:32]([CH:40]=[CH:41][CH:42]=1)[O:33][CH2:34][C:35]([N:37]([CH3:39])[CH3:38])=[O:36].CN[C@@H]1CCCC[C@H]1NC. (2) Given the product [CH2:1]([N:8]([CH3:23])[C:9]1[C:14]([F:15])=[CH:13][C:12]([N+:16]([O-:18])=[O:17])=[CH:11][C:10]=1[CH2:19][CH2:20][OH:21])[C:2]1[CH:3]=[CH:4][CH:5]=[CH:6][CH:7]=1, predict the reactants needed to synthesize it. The reactants are: [CH2:1]([N:8]([CH3:23])[C:9]1[C:14]([F:15])=[CH:13][C:12]([N+:16]([O-:18])=[O:17])=[CH:11][C:10]=1[CH2:19][C:20](O)=[O:21])[C:2]1[CH:7]=[CH:6][CH:5]=[CH:4][CH:3]=1.S(C)C.[OH-].[Na+].Cl. (3) Given the product [Br:24][C:23]1[CH:22]=[N:21][N:20]([CH3:25])[C:19]=1[NH:18][C:2]1[CH:7]=[CH:6][C:5]([C:8]2[CH:13]=[CH:12][C:11]([C:14]([CH3:17])([CH3:16])[CH3:15])=[CH:10][CH:9]=2)=[CH:4][CH:3]=1, predict the reactants needed to synthesize it. The reactants are: Br[C:2]1[CH:7]=[CH:6][C:5]([C:8]2[CH:13]=[CH:12][C:11]([C:14]([CH3:17])([CH3:16])[CH3:15])=[CH:10][CH:9]=2)=[CH:4][CH:3]=1.[NH2:18][C:19]1[N:20]([CH3:25])[N:21]=[CH:22][C:23]=1[Br:24].CC(C)([O-])C.[Na+].C1C=CC(P(C2C(C3C(P(C4C=CC=CC=4)C4C=CC=CC=4)=CC=C4C=3C=CC=C4)=C3C(C=CC=C3)=CC=2)C2C=CC=CC=2)=CC=1. (4) Given the product [Cl:18][C:19]1[C:20]([S:9][C:5]2[CH:6]=[CH:7][CH:8]=[C:3]([C:2]([F:1])([F:10])[F:11])[CH:4]=2)=[CH:21][C:22]([F:45])=[C:23]([S:25]([N:28]([CH2:34][C:35]2[CH:40]=[CH:39][C:38]([O:41][CH3:42])=[CH:37][C:36]=2[O:43][CH3:44])[C:29]2[S:30][CH:31]=[N:32][N:33]=2)(=[O:26])=[O:27])[CH:24]=1, predict the reactants needed to synthesize it. The reactants are: [F:1][C:2]([F:11])([F:10])[C:3]1[CH:4]=[C:5]([SH:9])[CH:6]=[CH:7][CH:8]=1.C(=O)([O-])[O-].[K+].[K+].[Cl:18][C:19]1[C:20](F)=[CH:21][C:22]([F:45])=[C:23]([S:25]([N:28]([CH2:34][C:35]2[CH:40]=[CH:39][C:38]([O:41][CH3:42])=[CH:37][C:36]=2[O:43][CH3:44])[C:29]2[S:30][CH:31]=[N:32][N:33]=2)(=[O:27])=[O:26])[CH:24]=1. (5) Given the product [CH3:17][O:18][C:19]([N:10]1[C:4]2[CH:3]=[C:2]([Br:1])[N:7]=[CH:6][C:5]=2[CH:8]=[C:9]1[C:11]1[CH:12]=[N:13][N:14]([CH3:16])[CH:15]=1)=[O:20], predict the reactants needed to synthesize it. The reactants are: [Br:1][C:2]1[N:7]=[CH:6][C:5]2[CH:8]=[C:9]([C:11]3[CH:12]=[N:13][N:14]([CH3:16])[CH:15]=3)[NH:10][C:4]=2[CH:3]=1.[CH3:17][O:18][C:19](Cl)=[O:20]. (6) Given the product [CH2:1]([O:8][C:9]1[C:10]([CH2:17][Cl:25])=[N:11][C:12]([O:15][CH3:16])=[CH:13][CH:14]=1)[C:2]1[CH:7]=[CH:6][CH:5]=[CH:4][CH:3]=1, predict the reactants needed to synthesize it. The reactants are: [CH2:1]([O:8][C:9]1[C:10]([CH2:17]O)=[N:11][C:12]([O:15][CH3:16])=[CH:13][CH:14]=1)[C:2]1[CH:7]=[CH:6][CH:5]=[CH:4][CH:3]=1.CN(C)C.O=S(Cl)[Cl:25]. (7) The reactants are: O=[C:2]1[CH2:5][C:4]([C:12]([O:14][CH:15]([CH3:17])[CH3:16])=[O:13])([C:6]([O:8][CH:9]([CH3:11])[CH3:10])=[O:7])[CH2:3]1.Cl.[NH2:19][OH:20]. Given the product [OH:20][N:19]=[C:2]1[CH2:5][C:4]([C:12]([O:14][CH:15]([CH3:17])[CH3:16])=[O:13])([C:6]([O:8][CH:9]([CH3:11])[CH3:10])=[O:7])[CH2:3]1, predict the reactants needed to synthesize it. (8) Given the product [C:33]([OH:46])(=[O:45])[CH2:34][CH2:35][CH2:36][CH2:37][CH2:38][CH2:39][CH2:40][CH2:41][C:42]([OH:44])=[O:43].[OH:32][CH2:31][C@@H:29]([C@H:27]([C@@H:25]([C@@H:23]([CH2:22][OH:21])[OH:24])[OH:26])[OH:28])[OH:30].[C:1]([O-:20])(=[O:19])[CH2:2][CH2:3][CH2:4][CH2:5][CH2:6][CH2:7][CH2:8][CH2:9][CH2:10][CH2:11][CH2:12][CH2:13][CH2:14][CH2:15][CH:16]([CH3:17])[CH3:18], predict the reactants needed to synthesize it. The reactants are: [C:1]([OH:20])(=[O:19])[CH2:2][CH2:3][CH2:4][CH2:5][CH2:6][CH2:7][CH2:8][CH2:9][CH2:10][CH2:11][CH2:12][CH2:13][CH2:14][CH2:15][CH:16]([CH3:18])[CH3:17].[OH:21][CH2:22][C@@H:23]([C@H:25]([C@@H:27]([C@@H:29]([CH2:31][OH:32])[OH:30])[OH:28])[OH:26])[OH:24].[C:33]([OH:46])(=[O:45])[CH2:34][CH2:35][CH2:36][CH2:37][CH2:38][CH2:39][CH2:40][CH2:41][C:42]([OH:44])=[O:43]. (9) The reactants are: [CH3:1][O:2][C:3]1[CH:7]=[C:6]([C:8]([OH:10])=O)[N:5]([CH3:11])[N:4]=1.CN(C)C=O.C(Cl)(=O)C(Cl)=O.[NH2:23][C:24]1[CH:25]=[C:26]([CH:43]=[CH:44][C:45]=1[Cl:46])[O:27][C:28]1[CH:29]=[CH:30][C:31]2[N:32]([CH:34]=[C:35]([NH:37][C:38]([CH:40]3[CH2:42][CH2:41]3)=[O:39])[N:36]=2)[N:33]=1. Given the product [Cl:46][C:45]1[CH:44]=[CH:43][C:26]([O:27][C:28]2[CH:29]=[CH:30][C:31]3[N:32]([CH:34]=[C:35]([NH:37][C:38]([CH:40]4[CH2:42][CH2:41]4)=[O:39])[N:36]=3)[N:33]=2)=[CH:25][C:24]=1[NH:23][C:8]([C:6]1[N:5]([CH3:11])[N:4]=[C:3]([O:2][CH3:1])[CH:7]=1)=[O:10], predict the reactants needed to synthesize it.